This data is from Reaction yield outcomes from USPTO patents with 853,638 reactions. The task is: Predict the reaction yield, written as a fraction of the theoretical maximum amount of product (1.0 means a 100% yield; for example, 0.34 means a 34% yield). (1) The reactants are [Cl:1][C:2]1[CH:10]=[C:9]2[C:5]([C:6]([C:20]([OH:22])=O)=[CH:7][N:8]2[CH2:11][C:12]2[CH:17]=[C:16]([F:18])[CH:15]=[C:14]([F:19])[CH:13]=2)=[CH:4][CH:3]=1.C(Cl)(=O)C(Cl)=O.[NH:29]1[CH2:34][CH2:33][CH:32]([N:35]2[C:43]3[C:38](=[CH:39][CH:40]=[CH:41][CH:42]=3)[CH2:37][C:36]2=[O:44])[CH2:31][CH2:30]1.C(N(CC)CC)C. The catalyst is CN(C=O)C.ClCCl. The product is [Cl:1][C:2]1[CH:10]=[C:9]2[C:5]([C:6]([C:20]([N:29]3[CH2:34][CH2:33][CH:32]([N:35]4[C:43]5[C:38](=[CH:39][CH:40]=[CH:41][CH:42]=5)[CH2:37][C:36]4=[O:44])[CH2:31][CH2:30]3)=[O:22])=[CH:7][N:8]2[CH2:11][C:12]2[CH:17]=[C:16]([F:18])[CH:15]=[C:14]([F:19])[CH:13]=2)=[CH:4][CH:3]=1. The yield is 0.480. (2) The reactants are [F:1][C:2]([F:7])([F:6])[C:3](O)=[O:4].FC(F)(F)C(OC(=O)C(F)(F)F)=O.[NH2:21][C:22]1[CH:50]=[CH:49][C:25]2[NH:26][C:27]([C:32]3[C:33](=[O:48])[N:34]([CH2:43][CH2:44][CH:45]([CH3:47])[CH3:46])[C:35]4[C:40]([C:41]=3[OH:42])=[CH:39][CH:38]=[CH:37][N:36]=4)=[N:28][S:29](=[O:31])(=[O:30])[C:24]=2[CH:23]=1.[N+:51]([O-])([O-:53])=[O:52].[K+]. No catalyst specified. The product is [F:1][C:2]([F:7])([F:6])[C:3]([NH:21][C:22]1[CH:50]=[CH:49][C:25]2[NH:26][C:27]([C:32]3[C:33](=[O:48])[N:34]([CH2:43][CH2:44][CH:45]([CH3:47])[CH3:46])[C:35]4[C:40]([C:41]=3[OH:42])=[CH:39][CH:38]=[CH:37][N:36]=4)=[N:28][S:29](=[O:31])(=[O:30])[C:24]=2[C:23]=1[N+:51]([O-:53])=[O:52])=[O:4]. The yield is 0.940. (3) The reactants are Br[C:2]1[CH:7]=[CH:6][N:5]=[C:4]2[N:8]([CH2:11][O:12][CH2:13][CH2:14][Si:15]([CH3:18])([CH3:17])[CH3:16])[CH:9]=[CH:10][C:3]=12.CC1(C)C(C)(C)OB([C:27]2[CH:28]=[N:29][NH:30][CH:31]=2)O1.CN(C=O)C.C(=O)([O-])[O-].[K+].[K+]. The catalyst is O.C(OCC)(=O)C.[Pd].C1(P(C2C=CC=CC=2)C2C=CC=CC=2)C=CC=CC=1.C1(P(C2C=CC=CC=2)C2C=CC=CC=2)C=CC=CC=1.C1(P(C2C=CC=CC=2)C2C=CC=CC=2)C=CC=CC=1.C1(P(C2C=CC=CC=2)C2C=CC=CC=2)C=CC=CC=1. The product is [NH:29]1[CH:28]=[C:27]([C:2]2[CH:7]=[CH:6][N:5]=[C:4]3[N:8]([CH2:11][O:12][CH2:13][CH2:14][Si:15]([CH3:18])([CH3:17])[CH3:16])[CH:9]=[CH:10][C:3]=23)[CH:31]=[N:30]1. The yield is 0.700. (4) The reactants are [CH3:1][O:2][CH2:3][CH2:4][N:5]([CH3:13])[C:6]1[CH:11]=[CH:10][C:9]([NH2:12])=[CH:8][N:7]=1.N1C=CC=CC=1.Cl[C:21]([O:23][C:24]1[CH:29]=[CH:28][CH:27]=[CH:26][CH:25]=1)=[O:22]. The catalyst is CC(C)=O.C(OCC)(=O)C. The product is [CH3:1][O:2][CH2:3][CH2:4][N:5]([CH3:13])[C:6]1[N:7]=[CH:8][C:9]([NH:12][C:21](=[O:22])[O:23][C:24]2[CH:29]=[CH:28][CH:27]=[CH:26][CH:25]=2)=[CH:10][CH:11]=1. The yield is 0.770. (5) The reactants are [H-].[Na+].[N:3]1[C:8]([CH2:9][OH:10])=[CH:7][CH:6]=[CH:5][C:4]=1[CH2:11][OH:12].[C:13]([Si:17]([CH3:20])([CH3:19])Cl)([CH3:16])([CH3:15])[CH3:14]. The catalyst is CN(C=O)C. The product is [Si:17]([O:12][CH2:11][C:4]1[CH:5]=[CH:6][CH:7]=[C:8]([CH2:9][OH:10])[N:3]=1)([C:13]([CH3:16])([CH3:15])[CH3:14])([CH3:20])[CH3:19]. The yield is 0.490. (6) The reactants are CC(C)([O-])C.[K+].[C:7]([CH2:9]P(=O)(OCC)OCC)#[N:8].O=[C:19]1[CH2:22][CH:21]([C:23]#[N:24])[CH2:20]1. The catalyst is C1COCC1. The product is [C:7]([CH:9]=[C:19]1[CH2:22][CH:21]([C:23]#[N:24])[CH2:20]1)#[N:8]. The yield is 0.713. (7) The reactants are [C:1]([O:5][C:6](=[O:45])[CH2:7][N:8](C(OC(C)(C)C)=O)[C:9]1[CH:14]=[CH:13][CH:12]=[C:11]([CH:15]([S:29]([C:32]2[CH:37]=[CH:36][CH:35]=[CH:34][N:33]=2)(=[O:31])=[O:30])[NH:16][CH2:17][C:18]2[CH:23]=[CH:22][C:21]([C:24]3[S:25][CH:26]=[CH:27][N:28]=3)=[CH:20][CH:19]=2)[N:10]=1)(C)([CH3:3])[CH3:2].Cl.C(=O)([O-])O.[Na+]. The catalyst is C(O)(C)C. The product is [CH:1]([O:5][C:6](=[O:45])[CH2:7][NH:8][C:9]1[CH:14]=[CH:13][CH:12]=[C:11]([CH:15]([S:29]([C:32]2[CH:37]=[CH:36][CH:35]=[CH:34][N:33]=2)(=[O:31])=[O:30])[NH:16][CH2:17][C:18]2[CH:19]=[CH:20][C:21]([C:24]3[S:25][CH:26]=[CH:27][N:28]=3)=[CH:22][CH:23]=2)[N:10]=1)([CH3:3])[CH3:2]. The yield is 0.800. (8) The product is [CH2:1]([O:3][C:4]([N:6]1[CH2:11][CH2:10][CH:9]([C:12]2[C:20]3[C:15](=[CH:16][CH:17]=[C:18]([O:21][CH3:22])[CH:19]=3)[N:14]([CH2:28][CH2:29][C:30]3[CH:34]=[CH:33][S:32][CH:31]=3)[CH:13]=2)[CH2:8][CH2:7]1)=[O:5])[CH3:2]. No catalyst specified. The yield is 0.570. The reactants are [CH2:1]([O:3][C:4]([N:6]1[CH2:11][CH2:10][CH:9]([C:12]2[C:20]3[C:15](=[CH:16][CH:17]=[C:18]([O:21][CH3:22])[CH:19]=3)[NH:14][CH:13]=2)[CH2:8][CH2:7]1)=[O:5])[CH3:2].CS(O[CH2:28][CH2:29][C:30]1[CH:34]=[CH:33][S:32][CH:31]=1)(=O)=O. (9) The reactants are [Cl:1][C:2]1[CH:7]=[CH:6][C:5]([C:8]2=[N:9][C@@H:10]([CH2:24][C:25]([O:27]C)=[O:26])[C:11]3[N:12]([C:20]([CH3:23])=[N:21][N:22]=3)[C:13]3[S:17][C:16]([CH3:18])=[C:15]([CH3:19])[C:14]2=3)=[CH:4][CH:3]=1.O.[OH-].[Li+].Cl. The catalyst is CO. The product is [Cl:1][C:2]1[CH:3]=[CH:4][C:5]([C:8]2=[N:9][C@@H:10]([CH2:24][C:25]([OH:27])=[O:26])[C:11]3[N:12]([C:20]([CH3:23])=[N:21][N:22]=3)[C:13]3[S:17][C:16]([CH3:18])=[C:15]([CH3:19])[C:14]2=3)=[CH:6][CH:7]=1. The yield is 0.870.